This data is from Forward reaction prediction with 1.9M reactions from USPTO patents (1976-2016). The task is: Predict the product of the given reaction. (1) The product is: [Br:1][C:2]1[CH:3]=[N:4][C:5]2[N:6]([N:8]=[C:9]([C:11]([N:19]3[CH2:20][CH2:21][C:22]4[S:23][C:15]([F:14])=[C:16]([F:25])[C:17]=4[CH:18]3[CH3:24])=[O:13])[CH:10]=2)[CH:7]=1. Given the reactants [Br:1][C:2]1[CH:3]=[N:4][C:5]2[N:6]([N:8]=[C:9]([C:11]([OH:13])=O)[CH:10]=2)[CH:7]=1.[F:14][C:15]1[S:23][C:22]2[CH2:21][CH2:20][NH:19][CH:18]([CH3:24])[C:17]=2[C:16]=1[F:25], predict the reaction product. (2) The product is: [CH2:1]([N:8]([CH3:26])[C:9]1[CH:14]=[CH:13][N:12]([CH2:15][CH2:16][C:17]2[CH:22]=[CH:21][C:20]([CH2:23][N:27]3[CH2:31][CH2:30][CH2:29][CH2:28]3)=[CH:19][CH:18]=2)[C:11](=[O:25])[CH:10]=1)[C:2]1[CH:7]=[CH:6][CH:5]=[CH:4][CH:3]=1. Given the reactants [CH2:1]([N:8]([CH3:26])[C:9]1[CH:14]=[CH:13][N:12]([CH2:15][CH2:16][C:17]2[CH:22]=[CH:21][C:20]([CH2:23]Br)=[CH:19][CH:18]=2)[C:11](=[O:25])[CH:10]=1)[C:2]1[CH:7]=[CH:6][CH:5]=[CH:4][CH:3]=1.[NH:27]1[CH2:31][CH2:30][CH2:29][CH2:28]1, predict the reaction product.